This data is from Forward reaction prediction with 1.9M reactions from USPTO patents (1976-2016). The task is: Predict the product of the given reaction. (1) Given the reactants [NH2:1][C:2]1[CH:3]=[C:4]([CH:9]=[CH:10][C:11]=1[C:12]([NH:14][CH:15]([CH3:17])[CH3:16])=[O:13])[C:5]([O:7][CH3:8])=[O:6].C(O)(=O)C.[CH:22](=O)[C:23]1[CH:28]=[CH:27][CH:26]=[CH:25][CH:24]=1, predict the reaction product. The product is: [CH:15]([N:14]1[C:12](=[O:13])[C:11]2[C:2](=[CH:3][C:4]([C:5]([O:7][CH3:8])=[O:6])=[CH:9][CH:10]=2)[N:1]=[C:22]1[C:23]1[CH:28]=[CH:27][CH:26]=[CH:25][CH:24]=1)([CH3:17])[CH3:16]. (2) Given the reactants [CH:1](=O)[C:2]1[CH:7]=[CH:6][CH:5]=[CH:4][CH:3]=1.[O:9]=[C:10]([CH:12](P(=O)(OCC)OCC)[CH2:13][CH2:14][CH2:15][CH2:16][CH3:17])[CH3:11], predict the reaction product. The product is: [CH:1](=[C:12](/[CH2:13][CH2:14][CH2:15][CH2:16][CH3:17])\[C:10](=[O:9])[CH3:11])/[C:2]1[CH:7]=[CH:6][CH:5]=[CH:4][CH:3]=1.[CH:1](=[C:12](/[CH2:13][CH2:14][CH2:15][CH2:16][CH3:17])\[C:10](=[O:9])/[CH:11]=[CH:1]/[C:2]1[CH:7]=[CH:6][CH:5]=[CH:4][CH:3]=1)/[C:2]1[CH:7]=[CH:6][CH:5]=[CH:4][CH:3]=1. (3) Given the reactants [F:1][C:2]([F:42])([F:41])[C:3]1[CH:4]=[C:5]([CH:34]=[C:35]([C:37]([F:40])([F:39])[F:38])[CH:36]=1)[C:6]([N:8]1[CH2:13][CH2:12][C@H:11]([N:14]2[CH2:19][CH2:18][N:17](CC3C=CC=CC=3)[CH2:16][CH2:15]2)[CH2:10][C@@H:9]1[CH2:27][C:28]1[CH:33]=[CH:32][CH:31]=[CH:30][CH:29]=1)=[O:7], predict the reaction product. The product is: [F:41][C:2]([F:1])([F:42])[C:3]1[CH:4]=[C:5]([CH:34]=[C:35]([C:37]([F:40])([F:38])[F:39])[CH:36]=1)[C:6]([N:8]1[CH2:13][CH2:12][CH:11]([N:14]2[CH2:15][CH2:16][NH:17][CH2:18][CH2:19]2)[CH2:10][CH:9]1[CH2:27][C:28]1[CH:33]=[CH:32][CH:31]=[CH:30][CH:29]=1)=[O:7]. (4) The product is: [NH2:10][C:6]1[CH:7]=[CH:8][CH:9]=[C:4]([N+:1]([O-:3])=[O:2])[C:5]=1[OH:13]. Given the reactants [N+:1]([C:4]1[CH:9]=[CH:8][CH:7]=[C:6]([N+:10]([O-])=O)[C:5]=1[OH:13])([O-:3])=[O:2], predict the reaction product. (5) Given the reactants [F:1][C:2]1[CH:7]=[CH:6][C:5]([C:8](=[O:10])[CH3:9])=[C:4]([OH:11])[CH:3]=1.Br[CH:13]([CH3:15])[CH3:14], predict the reaction product. The product is: [F:1][C:2]1[CH:7]=[CH:6][C:5]([C:8](=[O:10])[CH3:9])=[C:4]([O:11][CH:13]([CH3:15])[CH3:14])[CH:3]=1. (6) Given the reactants [F:1][C:2]([F:7])([F:6])[C:3]([OH:5])=[O:4].[NH2:8][CH:9]1[CH2:14][CH2:13][CH:12]([NH:15][C:16]([C:18]2[N:26]=[C:25]3[C:21]([N:22]=[CH:23][N:24]3[C@@H:27]3[CH2:31][C@H:30]([N:32]4[CH:36]=[C:35]([CH2:37][OH:38])[CH:34]=[N:33]4)[C@@H:29]([OH:39])[C@H:28]3[OH:40])=[C:20]([NH:41][CH2:42][CH:43]([C:50]3[CH:55]=[CH:54][CH:53]=[CH:52][CH:51]=3)[C:44]3[CH:49]=[CH:48][CH:47]=[CH:46][CH:45]=3)[N:19]=2)=[O:17])[CH2:11][CH2:10]1.FC(F)(F)C(O)=O.C(NC(=O)NCCCNC(C1N=C2C(N=CN2[C@@H]2C[C@H](N3C=C(CO)C=N3)[C@@H](O)[C@H]2O)=C(NCC(C2C=CC=CC=2)C2C=CC=CC=2)N=1)=O)C.[CH3:113][N:114]([CH3:118])[C:115](Cl)=[O:116], predict the reaction product. The product is: [F:1][C:2]([F:7])([F:6])[C:3]([OH:5])=[O:4].[CH3:113][N:114]([CH3:118])[C:115](=[O:116])[NH:8][CH:9]1[CH2:14][CH2:13][CH:12]([NH:15][C:16]([C:18]2[N:26]=[C:25]3[C:21]([N:22]=[CH:23][N:24]3[C@@H:27]3[CH2:31][C@H:30]([N:32]4[CH:36]=[C:35]([CH2:37][OH:38])[CH:34]=[N:33]4)[CH:29]([OH:39])[CH:28]3[OH:40])=[C:20]([NH:41][CH2:42][CH:43]([C:50]3[CH:55]=[CH:54][CH:53]=[CH:52][CH:51]=3)[C:44]3[CH:45]=[CH:46][CH:47]=[CH:48][CH:49]=3)[N:19]=2)=[O:17])[CH2:11][CH2:10]1. (7) Given the reactants Cl[C:2]1[N:3]=[N:4][C:5]([C:8]2[S:12][N:11]=[C:10]([CH3:13])[N:9]=2)=[CH:6][CH:7]=1.[NH:14]1[CH2:19][CH2:18][C:17]2([C:23]3[CH:24]=[CH:25][CH:26]=[CH:27][C:22]=3[O:21][CH2:20]2)[CH2:16][CH2:15]1.C(=O)([O-])[O-].[K+].[K+].O, predict the reaction product. The product is: [CH3:13][C:10]1[N:9]=[C:8]([C:5]2[N:4]=[N:3][C:2]([N:14]3[CH2:19][CH2:18][C:17]4([C:23]5[CH:24]=[CH:25][CH:26]=[CH:27][C:22]=5[O:21][CH2:20]4)[CH2:16][CH2:15]3)=[CH:7][CH:6]=2)[S:12][N:11]=1. (8) Given the reactants [F:1][C:2]1[C:7]([C:8]([OH:10])=O)=[C:6]([CH3:11])[C:5]([C:12]2[CH:17]=[CH:16][CH:15]=[C:14]([F:18])[CH:13]=2)=[CH:4][CH:3]=1.O=S(Cl)Cl.[NH2:23][C:24]1[C:25]([F:32])=[C:26]([OH:31])[CH:27]=[CH:28][C:29]=1[F:30].C([O-])(O)=O.[Na+], predict the reaction product. The product is: [F:32][C:25]1[C:26]([OH:31])=[CH:27][CH:28]=[C:29]([F:30])[C:24]=1[NH:23][C:8](=[O:10])[C:7]1[C:2]([F:1])=[CH:3][CH:4]=[C:5]([C:12]2[CH:17]=[CH:16][CH:15]=[C:14]([F:18])[CH:13]=2)[C:6]=1[CH3:11].